Dataset: Reaction yield outcomes from USPTO patents with 853,638 reactions. Task: Predict the reaction yield, written as a fraction of the theoretical maximum amount of product (1.0 means a 100% yield; for example, 0.34 means a 34% yield). (1) The reactants are N[CH:2]([C:4]1[S:5][C:6]([CH3:9])=[CH:7][CH:8]=1)[CH3:3].[H-].[Al+3].[Li+].[H-].[H-].[H-].N(C(C1SC(C)=CC=1)C)=[N+]=[N-].CC[O:29]C(C)=O. The catalyst is C1COCC1.O. The product is [OH:29][CH:2]([C:4]1[S:5][C:6]([CH3:9])=[CH:7][CH:8]=1)[CH3:3]. The yield is 0.950. (2) The reactants are Cl[C:2]1[N:7]=[C:6]([NH:8][C:9]2[CH:13]=[C:12]([CH:14]3[CH2:16][CH2:15]3)[NH:11][N:10]=2)[CH:5]=[C:4]([Cl:17])[N:3]=1.C(N(C(C)C)CC)(C)C.[C:27]1([C:33]2[CH:37]=[C:36]([CH2:38][NH2:39])[O:35][N:34]=2)[CH:32]=[CH:31][CH:30]=[CH:29][CH:28]=1. The catalyst is C(O)CCC. The product is [Cl:17][C:4]1[N:3]=[C:2]([NH:39][CH2:38][C:36]2[O:35][N:34]=[C:33]([C:27]3[CH:28]=[CH:29][CH:30]=[CH:31][CH:32]=3)[CH:37]=2)[N:7]=[C:6]([NH:8][C:9]2[CH:13]=[C:12]([CH:14]3[CH2:16][CH2:15]3)[NH:11][N:10]=2)[CH:5]=1. The yield is 0.610. (3) The reactants are [F:1][C:2]1[CH:7]=[CH:6][CH:5]=[C:4]([F:8])[C:3]=1[N:9]1[C:14]2[N:15]=[C:16](S(C)=O)[N:17]=[C:18]([C:19]3[CH:20]=[C:21]([CH:28]=[CH:29][C:30]=3[CH3:31])[C:22]([NH:24][CH:25]([CH3:27])[CH3:26])=[O:23])[C:13]=2[CH2:12][NH:11][C:10]1=[O:35].[CH3:36][N:37]([CH3:42])[CH2:38][CH2:39][NH:40][CH3:41]. The catalyst is C1COCC1. The product is [F:1][C:2]1[CH:7]=[CH:6][CH:5]=[C:4]([F:8])[C:3]=1[N:9]1[C:14]2[N:15]=[C:16]([N:40]([CH2:39][CH2:38][N:37]([CH3:42])[CH3:36])[CH3:41])[N:17]=[C:18]([C:19]3[CH:20]=[C:21]([CH:28]=[CH:29][C:30]=3[CH3:31])[C:22]([NH:24][CH:25]([CH3:27])[CH3:26])=[O:23])[C:13]=2[CH2:12][NH:11][C:10]1=[O:35]. The yield is 0.970. (4) The reactants are [N+:1]([C:4]1[CH:9]=[CH:8][C:7]([SH:10])=[CH:6][CH:5]=1)([O-:3])=[O:2].C(=O)([O-])[O-].[K+].[K+].Br[CH2:18][CH2:19][CH2:20][C:21]([O:23][CH2:24][CH3:25])=[O:22]. The catalyst is CC(C)=O. The product is [N+:1]([C:4]1[CH:9]=[CH:8][C:7]([S:10][CH2:18][CH2:19][CH2:20][C:21]([O:23][CH2:24][CH3:25])=[O:22])=[CH:6][CH:5]=1)([O-:3])=[O:2]. The yield is 0.920. (5) The reactants are [CH3:1][C:2]1[N:6]([C:7]2[CH:12]=[CH:11][CH:10]=[CH:9][CH:8]=2)[N:5]=[C:4]([C:13]([OH:15])=O)[CH:3]=1.CN(C)C=O.C(Cl)(=O)C(Cl)=O.[NH2:27][C:28]1[CH:33]=[CH:32][C:31]([S:34][C:35]2[CH:36]=[CH:37][C:38]3[N:39]([CH:41]=[C:42]([NH:44][C:45]([CH:47]4[CH2:49][CH2:48]4)=[O:46])[N:43]=3)[N:40]=2)=[CH:30][CH:29]=1. The catalyst is CN(C)C(=O)C.O1CCCC1. The product is [CH:47]1([C:45]([NH:44][C:42]2[N:43]=[C:38]3[CH:37]=[CH:36][C:35]([S:34][C:31]4[CH:30]=[CH:29][C:28]([NH:27][C:13]([C:4]5[CH:3]=[C:2]([CH3:1])[N:6]([C:7]6[CH:8]=[CH:9][CH:10]=[CH:11][CH:12]=6)[N:5]=5)=[O:15])=[CH:33][CH:32]=4)=[N:40][N:39]3[CH:41]=2)=[O:46])[CH2:48][CH2:49]1. The yield is 0.640. (6) The reactants are [Br:1][C:2]1[CH:10]=[CH:9][C:5]([C:6]([OH:8])=O)=[CH:4][CH:3]=1.S(Cl)(Cl)=O.[CH3:15][CH:16]([NH2:18])[CH3:17]. The catalyst is C(Cl)Cl. The product is [Br:1][C:2]1[CH:3]=[CH:4][C:5]([C:6]([NH:18][CH:16]([CH3:17])[CH3:15])=[O:8])=[CH:9][CH:10]=1. The yield is 0.930. (7) The reactants are [Cl-].O[NH3+:3].[C:4](=[O:7])([O-])[OH:5].[Na+].CS(C)=O.[CH2:13]([C:17]1[N:18]=[C:19]([CH3:46])[N:20]([C:39]2[CH:44]=[CH:43][C:42]([Cl:45])=[CH:41][CH:40]=2)[C:21](=[O:38])[C:22]=1[CH2:23][C:24]1[CH:29]=[CH:28][C:27]([C:30]2[C:31]([C:36]#[N:37])=[CH:32][CH:33]=[CH:34][CH:35]=2)=[CH:26][CH:25]=1)[CH2:14][CH2:15][CH3:16]. The catalyst is O.C(OCC)(=O)C. The product is [CH2:13]([C:17]1[N:18]=[C:19]([CH3:46])[N:20]([C:39]2[CH:44]=[CH:43][C:42]([Cl:45])=[CH:41][CH:40]=2)[C:21](=[O:38])[C:22]=1[CH2:23][C:24]1[CH:25]=[CH:26][C:27]([C:30]2[CH:35]=[CH:34][CH:33]=[CH:32][C:31]=2[C:36]2[NH:3][C:4](=[O:7])[O:5][N:37]=2)=[CH:28][CH:29]=1)[CH2:14][CH2:15][CH3:16]. The yield is 0.550.